From a dataset of Catalyst prediction with 721,799 reactions and 888 catalyst types from USPTO. Predict which catalyst facilitates the given reaction. (1) Reactant: [CH2:1]([O:3][C:4]1[CH:5]=[C:6]([C@H:12]([N:18]2[C:26](=[O:27])[C:25]3[C:20](=[CH:21][CH:22]=[CH:23][C:24]=3[NH:28][C:29]([CH:31]3[CH2:33][CH2:32]3)=[O:30])[CH2:19]2)[CH2:13][C:14](=[O:17])[NH:15][OH:16])[CH:7]=[CH:8][C:9]=1[O:10][CH3:11])[CH3:2].[CH3:34][C:35]([CH3:41])([CH3:40])[CH2:36][C:37](Cl)=[O:38]. Product: [CH3:34][C:35]([CH3:41])([CH3:40])[CH2:36][C:37]([O:16][NH:15][C:14]([CH2:13][C@@H:12]([N:18]1[C:26](=[O:27])[C:25]2[C:20](=[CH:21][CH:22]=[CH:23][C:24]=2[NH:28][C:29]([CH:31]2[CH2:33][CH2:32]2)=[O:30])[CH2:19]1)[C:6]1[CH:7]=[CH:8][C:9]([O:10][CH3:11])=[C:4]([O:3][CH2:1][CH3:2])[CH:5]=1)=[O:17])=[O:38]. The catalyst class is: 10. (2) Reactant: [NH2:1][C:2]1[CH:23]=[CH:22][CH:21]=[C:20]([F:24])[C:3]=1[CH2:4][CH2:5][C@H:6]1[CH2:10][O:9][C:8]([CH3:12])([CH3:11])[N:7]1[C:13]([O:15][C:16]([CH3:19])([CH3:18])[CH3:17])=[O:14].[N:25]([C@@H:28]([C@@H:32]([C:39]1[CH:44]=[CH:43][C:42]([F:45])=[CH:41][CH:40]=1)[CH:33]1[CH2:38][CH2:37][O:36][CH2:35][CH2:34]1)[C:29](O)=[O:30])=[N+:26]=[N-:27].O=P(Cl)(Cl)Cl. Product: [N:25]([C@@H:28]([C@@H:32]([C:39]1[CH:40]=[CH:41][C:42]([F:45])=[CH:43][CH:44]=1)[CH:33]1[CH2:34][CH2:35][O:36][CH2:37][CH2:38]1)[C:29]([NH:1][C:2]1[CH:23]=[CH:22][CH:21]=[C:20]([F:24])[C:3]=1[CH2:4][CH2:5][C@H:6]1[CH2:10][O:9][C:8]([CH3:11])([CH3:12])[N:7]1[C:13]([O:15][C:16]([CH3:19])([CH3:17])[CH3:18])=[O:14])=[O:30])=[N+:26]=[N-:27]. The catalyst class is: 17. (3) Reactant: Cl[C:2]([O:4][CH:5]=[CH2:6])=[O:3].[CH2:7]([OH:11])[CH2:8][CH2:9][OH:10]. Product: [C:2](=[O:3])([O:4][CH:5]=[CH2:6])[O:10][CH2:9][CH2:8][CH2:7][OH:11]. The catalyst class is: 17. (4) Reactant: O[C:2]1(/[CH:12]=[CH:13]/[C:14]([O:16][CH3:17])=[O:15])[CH2:7][C:6]([CH3:9])([CH3:8])[CH2:5][CH2:4][C:3]1([CH3:11])[CH3:10].C(OC(=O)C)(=O)C.C(Cl)(=O)C. Product: [CH3:8][C:6]1([CH3:9])[CH2:5][CH2:4][C:3]([CH3:10])([CH3:11])[C:2](/[CH:12]=[CH:13]/[C:14]([O:16][CH3:17])=[O:15])=[CH:7]1. The catalyst class is: 15. (5) Reactant: [Br:1][CH2:2][C:3]([CH3:7])=[CH:4][CH2:5]Br.O.O.O.[C:11]([O-:14])(=[O:13])[CH3:12].[Li+]. Product: [C:11]([O:14][CH2:5][CH:4]=[C:3]([CH3:7])[CH2:2][Br:1])(=[O:13])[CH3:12]. The catalyst class is: 9. (6) Reactant: C(N(CC)CC)C.[CH:8]([C:10]1[C:18]2[C:13](=[CH:14][CH:15]=[CH:16][CH:17]=2)[N:12](C(OC(C)(C)C)=O)[CH:11]=1)=[O:9].[F:26][C:27]1[N:32]=[CH:31][C:30]([CH:33]=[N:34][C:35]2[CH:40]=[CH:39][CH:38]=[C:37]([O:41][CH3:42])[CH:36]=2)=[CH:29][CH:28]=1. Product: [F:26][C:27]1[N:32]=[CH:31][C:30]([CH:33]([NH:34][C:35]2[CH:40]=[CH:39][CH:38]=[C:37]([O:41][CH3:42])[CH:36]=2)[C:8]([C:10]2[C:18]3[C:13](=[CH:14][CH:15]=[CH:16][CH:17]=3)[NH:12][CH:11]=2)=[O:9])=[CH:29][CH:28]=1. The catalyst class is: 433.